From a dataset of Full USPTO retrosynthesis dataset with 1.9M reactions from patents (1976-2016). Predict the reactants needed to synthesize the given product. (1) Given the product [O:10]1[C:9]2([CH2:14][CH2:15][CH:6]([CH2:4][OH:3])[CH2:7][CH2:8]2)[O:13][CH2:12][CH2:11]1, predict the reactants needed to synthesize it. The reactants are: C([O:3][C:4]([CH:6]1[CH2:15][CH2:14][C:9]2([O:13][CH2:12][CH2:11][O:10]2)[CH2:8][CH2:7]1)=O)C.[H-].[Al+3].[Li+].[H-].[H-].[H-].O.[OH-].[Na+]. (2) Given the product [NH2:7][CH:8]1[CH2:9][CH2:10][N:11]([C:14]2[N:15]=[CH:16][C:17]([C:20]3[CH:21]=[C:22]([N:42]([CH2:49][CH3:50])[CH:43]4[CH2:44][CH2:45][O:46][CH2:47][CH2:48]4)[C:23]([CH3:41])=[C:24]([CH:25]=3)[C:26]([NH:27][CH2:28][C:29]3[C:30](=[O:39])[NH:31][C:32]([CH3:38])=[CH:33][C:34]=3[CH:35]([CH3:37])[CH3:36])=[O:40])=[CH:18][CH:19]=2)[CH2:12][CH2:13]1, predict the reactants needed to synthesize it. The reactants are: C(OC(=O)[NH:7][CH:8]1[CH2:13][CH2:12][N:11]([C:14]2[CH:19]=[CH:18][C:17]([C:20]3[CH:25]=[C:24]([C:26](=[O:40])[NH:27][CH2:28][C:29]4[C:30](=[O:39])[NH:31][C:32]([CH3:38])=[CH:33][C:34]=4[CH:35]([CH3:37])[CH3:36])[C:23]([CH3:41])=[C:22]([N:42]([CH2:49][CH3:50])[CH:43]4[CH2:48][CH2:47][O:46][CH2:45][CH2:44]4)[CH:21]=3)=[CH:16][N:15]=2)[CH2:10][CH2:9]1)(C)(C)C.C(O)(C(F)(F)F)=O. (3) Given the product [Na+:74].[Na+:74].[Na+:74].[C:1]([CH2:4][CH2:5][CH2:6][CH2:7][CH2:8][N:9]1[C:17]2[C:12](=[CH:13][C:14]([S:18]([OH:21])(=[O:19])=[O:20])=[CH:15][CH:16]=2)[C:11]([CH3:29])([CH2:22][CH2:23][CH2:24][S:25]([OH:28])(=[O:26])=[O:27])/[C:10]/1=[CH:30]\[CH:31]=[CH:32]\[CH:33]=[CH:69]\[C:49]1[C:50]([CH3:68])([CH2:61][CH2:62][CH2:63][S:64]([OH:67])(=[O:66])=[O:65])[C:51]2[C:56](=[CH:55][CH:54]=[C:53]([S:57]([OH:60])(=[O:59])=[O:58])[CH:52]=2)[N+:48]=1[CH2:47][CH2:46][O:45][CH2:44][CH2:43][O:42][CH3:41])([OH:3])=[O:2], predict the reactants needed to synthesize it. The reactants are: [C:1]([CH2:4][CH2:5][CH2:6][CH2:7][CH2:8][N+:9]1[C:17]2[C:12](=[CH:13][C:14]([S:18]([OH:21])(=[O:20])=[O:19])=[CH:15][CH:16]=2)[C:11]([CH3:29])([CH2:22][CH2:23][CH2:24][S:25]([OH:28])(=[O:27])=[O:26])[C:10]=1/[CH:30]=[CH:31]/[CH:32]=[CH:33]/NC1C=CC=CC=1)([OH:3])=[O:2].[CH3:41][O:42][CH2:43][CH2:44][O:45][CH2:46][CH2:47][N+:48]1[C:56]2[C:51](=[CH:52][C:53]([S:57]([OH:60])(=[O:59])=[O:58])=[CH:54][CH:55]=2)[C:50]([CH3:68])([CH2:61][CH2:62][CH2:63][S:64]([OH:67])(=[O:66])=[O:65])[C:49]=1[CH3:69].C([O-])(=O)C.[Na+:74]. (4) Given the product [CH:14]1([CH2:13][CH:12]([C:19]2[CH:20]=[CH:21][C:22]([C:25]3[C:34]4[C:29](=[CH:30][CH:31]=[CH:32][CH:33]=4)[CH:28]=[CH:27][CH:26]=3)=[CH:23][CH:24]=2)[C:11]([NH:10][C:7]2[CH:8]=[CH:9][C:4]([CH2:3][OH:2])=[CH:5][N:6]=2)=[O:35])[CH2:15][CH2:16][CH2:17][CH2:18]1, predict the reactants needed to synthesize it. The reactants are: C[O:2][C:3](=O)[C:4]1[CH:9]=[CH:8][C:7]([NH:10][C:11](=[O:35])[CH:12]([C:19]2[CH:24]=[CH:23][C:22]([C:25]3[C:34]4[C:29](=[CH:30][CH:31]=[CH:32][CH:33]=4)[CH:28]=[CH:27][CH:26]=3)=[CH:21][CH:20]=2)[CH2:13][CH:14]2[CH2:18][CH2:17][CH2:16][CH2:15]2)=[N:6][CH:5]=1.[H-].[Al+3].[Li+].[H-].[H-].[H-].